From a dataset of NCI-60 drug combinations with 297,098 pairs across 59 cell lines. Regression. Given two drug SMILES strings and cell line genomic features, predict the synergy score measuring deviation from expected non-interaction effect. Drug 1: C1CN(P(=O)(OC1)NCCCl)CCCl. Drug 2: CCC1(C2=C(COC1=O)C(=O)N3CC4=CC5=C(C=CC(=C5CN(C)C)O)N=C4C3=C2)O.Cl. Cell line: OVCAR-5. Synergy scores: CSS=7.22, Synergy_ZIP=-5.63, Synergy_Bliss=-2.55, Synergy_Loewe=-22.1, Synergy_HSA=-1.57.